This data is from Reaction yield outcomes from USPTO patents with 853,638 reactions. The task is: Predict the reaction yield, written as a fraction of the theoretical maximum amount of product (1.0 means a 100% yield; for example, 0.34 means a 34% yield). (1) The reactants are C[O:2][C:3]([C:5]1[CH:24]=[CH:23][C:8]([CH2:9][N:10]2[CH2:15][CH2:14][N:13]([C:16]([O:18][C:19]([CH3:22])([CH3:21])[CH3:20])=[O:17])[CH2:12][CH2:11]2)=[C:7]([C:25]([F:28])([F:27])[F:26])[CH:6]=1)=[O:4].[OH-].[Na+].CO.C(O)(=O)CC(CC(O)=O)(C(O)=O)O. The catalyst is C1COCC1. The product is [C:19]([O:18][C:16]([N:13]1[CH2:14][CH2:15][N:10]([CH2:9][C:8]2[CH:23]=[CH:24][C:5]([C:3]([OH:4])=[O:2])=[CH:6][C:7]=2[C:25]([F:27])([F:28])[F:26])[CH2:11][CH2:12]1)=[O:17])([CH3:22])([CH3:20])[CH3:21]. The yield is 0.940. (2) The reactants are C[O:2][C:3]([CH:5]1[CH2:10][CH2:9][CH:8]([CH2:11][NH:12][C:13]([C:15]2[N:16]([CH3:39])[CH:17]=[C:18]([NH:20][C:21]([C:23]3[C:24]([C:29]4[CH:34]=[CH:33][C:32]([C:35]([F:38])([F:37])[F:36])=[CH:31][CH:30]=4)=[CH:25][CH:26]=[CH:27][CH:28]=3)=[O:22])[CH:19]=2)=[O:14])[CH2:7][CH2:6]1)=[O:4].[OH-].[Na+].ClCCl.C(O)C. The catalyst is CO. The product is [OH:4][C:3]([CH:5]1[CH2:10][CH2:9][CH:8]([CH2:11][NH:12][C:13]([C:15]2[N:16]([CH3:39])[CH:17]=[C:18]([NH:20][C:21]([C:23]3[C:24]([C:29]4[CH:30]=[CH:31][C:32]([C:35]([F:37])([F:36])[F:38])=[CH:33][CH:34]=4)=[CH:25][CH:26]=[CH:27][CH:28]=3)=[O:22])[CH:19]=2)=[O:14])[CH2:7][CH2:6]1)=[O:2]. The yield is 0.880. (3) The reactants are [Cl:1][CH2:2][C:3]1[C:8]([CH3:9])=[CH:7][C:6]([CH3:10])=[CH:5][C:4]=1[CH3:11].[CH3:12][O:13]C(Cl)Cl.O. The catalyst is ClCCl.Cl[Ti](Cl)(Cl)Cl. The product is [Cl:1][CH2:2][C:3]1[C:4]([CH3:11])=[C:5]([C:6]([CH3:10])=[CH:7][C:8]=1[CH3:9])[CH:12]=[O:13]. The yield is 0.970.